This data is from Full USPTO retrosynthesis dataset with 1.9M reactions from patents (1976-2016). The task is: Predict the reactants needed to synthesize the given product. Given the product [N:26]1([CH2:25][CH2:24][CH2:23][N:40]2[CH2:43][CH2:6][CH:5]([CH2:9][NH:8][C:6](=[O:7])[C:5]3[CH:9]=[C:10]([Cl:11])[C:2]([NH2:1])=[CH:3][C:4]=3[O:12][CH3:13])[CH2:4][CH2:39]2)[CH:30]=[N:29][CH:28]=[N:27]1, predict the reactants needed to synthesize it. The reactants are: [NH2:1][C:2]1[C:10]([Cl:11])=[CH:9][C:5]([C:6]([NH2:8])=[O:7])=[C:4]([O:12][CH3:13])[C:3]=1CC1CCNCC1.Cl.Cl[CH2:23][CH2:24][CH2:25][N:26]1[CH:30]=[N:29][CH:28]=[N:27]1.C(=O)([O-])[O-].[K+].[K+].[I-].[K+].[CH3:39][N:40]([CH3:43])C=O.